This data is from Peptide-MHC class I binding affinity with 185,985 pairs from IEDB/IMGT. The task is: Regression. Given a peptide amino acid sequence and an MHC pseudo amino acid sequence, predict their binding affinity value. This is MHC class I binding data. (1) The peptide sequence is ASLLSEENL. The MHC is H-2-Kb with pseudo-sequence H-2-Kb. The binding affinity (normalized) is 0.147. (2) The peptide sequence is SLGDPLHQA. The MHC is HLA-A68:02 with pseudo-sequence HLA-A68:02. The binding affinity (normalized) is 0.0847. (3) The peptide sequence is VTFFCVMTY. The MHC is HLA-B08:01 with pseudo-sequence HLA-B08:01. The binding affinity (normalized) is 0.0847. (4) The peptide sequence is HSNLNDATY. The MHC is HLA-A02:01 with pseudo-sequence HLA-A02:01. The binding affinity (normalized) is 0.0847. (5) The peptide sequence is IHSDQLSKF. The MHC is HLA-B35:01 with pseudo-sequence HLA-B35:01. The binding affinity (normalized) is 0.281. (6) The peptide sequence is KSFQWTQAL. The MHC is HLA-B15:01 with pseudo-sequence HLA-B15:01. The binding affinity (normalized) is 0.709. (7) The peptide sequence is QKEEAAICGQMDLS. The MHC is HLA-A11:01 with pseudo-sequence HLA-A11:01. The binding affinity (normalized) is 0. (8) The MHC is Mamu-A20102 with pseudo-sequence Mamu-A20102. The binding affinity (normalized) is 0. The peptide sequence is RMYNPTNIL. (9) The peptide sequence is GTAHSHLVL. The MHC is HLA-B58:01 with pseudo-sequence HLA-B58:01. The binding affinity (normalized) is 0.254. (10) The peptide sequence is IRFPKTFGWL. The MHC is Mamu-B17 with pseudo-sequence Mamu-B17. The binding affinity (normalized) is 0.564.